From a dataset of Reaction yield outcomes from USPTO patents with 853,638 reactions. Predict the reaction yield, written as a fraction of the theoretical maximum amount of product (1.0 means a 100% yield; for example, 0.34 means a 34% yield). (1) The reactants are Cl[C:2]1[C:7]([C:8]([F:11])([F:10])[F:9])=[C:6]([NH:12][CH2:13][C@H:14]2[CH2:16][C@@H:15]2[C:17]2[CH:22]=[CH:21][C:20]([F:23])=[CH:19][CH:18]=2)[CH:5]=[CH:4][N:3]=1.O.[NH2:25][NH2:26]. The catalyst is O1CCOCC1.CCOC(C)=O. The product is [F:23][C:20]1[CH:21]=[CH:22][C:17]([C@H:15]2[CH2:16][C@@H:14]2[CH2:13][NH:12][C:6]2[CH:5]=[CH:4][N:3]=[C:2]([NH:25][NH2:26])[C:7]=2[C:8]([F:11])([F:10])[F:9])=[CH:18][CH:19]=1. The yield is 0.650. (2) The reactants are [CH2:1]([N:8]1[CH2:12][CH:11]([C:13]2[CH:18]=[CH:17][C:16]([Cl:19])=[C:15]([Cl:20])[CH:14]=2)[CH:10]([NH2:21])[CH2:9]1)[C:2]1[CH:7]=[CH:6][CH:5]=[CH:4][CH:3]=1.[C:22]([O-])([O-])=O.[K+].[K+].ClC(OCC)=O.B. The catalyst is C1COCC1.O. The product is [CH2:1]([N:8]1[CH2:12][CH:11]([C:13]2[CH:18]=[CH:17][C:16]([Cl:19])=[C:15]([Cl:20])[CH:14]=2)[CH:10]([NH:21][CH3:22])[CH2:9]1)[C:2]1[CH:3]=[CH:4][CH:5]=[CH:6][CH:7]=1. The yield is 0.760. (3) The reactants are CO.[C:3]([O:7][C:8](=[O:38])[CH2:9][C@@:10]1([C:26]([O:28]CC2C=CC(OC)=CC=2)=[O:27])[C@H:14]([CH3:15])[CH2:13][N:12](C(OCC2C=CC=CC=2)=O)[CH2:11]1)([CH3:6])([CH3:5])[CH3:4]. The catalyst is [Pd].O. The product is [C:3]([O:7][C:8](=[O:38])[CH2:9][C@@:10]1([C:26]([OH:28])=[O:27])[C@H:14]([CH3:15])[CH2:13][NH:12][CH2:11]1)([CH3:4])([CH3:5])[CH3:6]. The yield is 0.713. (4) The reactants are Br[CH2:2][C:3]([CH2:5]Br)=[O:4].[C:7]1([OH:13])[CH:12]=[CH:11][CH:10]=[CH:9][CH:8]=1.[F-].[K+]. The catalyst is CN(C)C=O. The product is [O:4]([CH2:8][C:7]([CH2:12][O:13][C:7]1[CH:12]=[CH:11][CH:10]=[CH:9][CH:8]=1)=[O:13])[C:3]1[CH:5]=[CH:11][CH:10]=[CH:9][CH:2]=1. The yield is 0.500. (5) The reactants are [OH:1][C:2]1[CH:23]=[CH:22][C:5]([C:6]([NH:8][C:9]2[CH:10]=[C:11]([CH:18]=[CH:19][C:20]=2[CH3:21])[C:12]([NH:14][CH:15]2[CH2:17][CH2:16]2)=[O:13])=[O:7])=[CH:4][CH:3]=1.Br[CH2:25][C:26]1[N:31]=[C:30]([CH2:32][OH:33])[CH:29]=[CH:28][CH:27]=1.C(=O)([O-])[O-].[K+].[K+].O. The catalyst is C(#N)C. The product is [CH:15]1([NH:14][C:12](=[O:13])[C:11]2[CH:18]=[CH:19][C:20]([CH3:21])=[C:9]([NH:8][C:6](=[O:7])[C:5]3[CH:4]=[CH:3][C:2]([O:1][CH2:25][C:26]4[CH:27]=[CH:28][CH:29]=[C:30]([CH2:32][OH:33])[N:31]=4)=[CH:23][CH:22]=3)[CH:10]=2)[CH2:16][CH2:17]1. The yield is 0.580. (6) The reactants are Cl.[CH2:2]([O:9][NH2:10])[C:3]1[CH:8]=[CH:7][CH:6]=[CH:5][CH:4]=1.CCN(CC)CC.[C:18]([O:22][C:23]([CH3:26])([CH3:25])[CH3:24])(=[O:21])[CH:19]=[CH2:20]. The catalyst is C1COCC1. The product is [CH2:2]([O:9][NH:10][CH2:20][CH2:19][C:18]([O:22][C:23]([CH3:26])([CH3:25])[CH3:24])=[O:21])[C:3]1[CH:8]=[CH:7][CH:6]=[CH:5][CH:4]=1. The yield is 0.830. (7) The reactants are C([Si](C)(C)[O:6][CH2:7][C@H:8]([O:12][C:13]1[CH:36]=[CH:35][C:16]2[C:17]3[N:21]([CH2:22][CH2:23][O:24][C:15]=2[CH:14]=1)[CH:20]=[C:19]([C:25]1[N:26]([CH2:30][C:31]([F:34])([F:33])[F:32])[N:27]=[CH:28][N:29]=1)[N:18]=3)[C:9]([NH2:11])=[O:10])(C)(C)C.CCCC[N+](CCCC)(CCCC)CCCC.[F-]. The catalyst is C1COCC1.C(OCC)(=O)C.O. The product is [OH:6][CH2:7][C@H:8]([O:12][C:13]1[CH:36]=[CH:35][C:16]2[C:17]3[N:21]([CH:20]=[C:19]([C:25]4[N:26]([CH2:30][C:31]([F:32])([F:33])[F:34])[N:27]=[CH:28][N:29]=4)[N:18]=3)[CH2:22][CH2:23][O:24][C:15]=2[CH:14]=1)[C:9]([NH2:11])=[O:10]. The yield is 0.560. (8) The reactants are [C:1]([O:5][C:6]([NH:8][C@@H:9]1[C@H:14]([NH:15][C:16]2[N:21]=[C:20](Cl)[C:19]3[C:23](=[O:33])[N:24]([C:26]([O:28][C:29]([CH3:32])([CH3:31])[CH3:30])=[O:27])[CH2:25][C:18]=3[C:17]=2[F:34])[CH2:13][CH2:12][O:11][CH2:10]1)=[O:7])([CH3:4])([CH3:3])[CH3:2].C([Sn](CCCC)(CCCC)[C:40]1[S:41][CH:42]=[CH:43][CH:44]=1)CCC. The catalyst is C1(C)C=CC=CC=1.CO.C(Cl)Cl.C1C=CC([P]([Pd]([P](C2C=CC=CC=2)(C2C=CC=CC=2)C2C=CC=CC=2)([P](C2C=CC=CC=2)(C2C=CC=CC=2)C2C=CC=CC=2)[P](C2C=CC=CC=2)(C2C=CC=CC=2)C2C=CC=CC=2)(C2C=CC=CC=2)C2C=CC=CC=2)=CC=1. The product is [C:1]([O:5][C:6]([NH:8][C@@H:9]1[C@H:14]([NH:15][C:16]2[N:21]=[C:20]([C:40]3[S:41][CH:42]=[CH:43][CH:44]=3)[C:19]3[C:23](=[O:33])[N:24]([C:26]([O:28][C:29]([CH3:32])([CH3:31])[CH3:30])=[O:27])[CH2:25][C:18]=3[C:17]=2[F:34])[CH2:13][CH2:12][O:11][CH2:10]1)=[O:7])([CH3:4])([CH3:3])[CH3:2]. The yield is 0.550. (9) The reactants are [C:1]([O:7][CH2:8][CH3:9])(=[O:6])[CH2:2][C:3]([O-:5])=O.N1[CH:16]=[CH:21][CH:20]=[CH:19][C:18]=1[C:16]1[CH:21]=[CH:20][CH:19]=[CH:18]N=1.C([Li])CCC.C1(C(Cl)=O)CCCC1.Cl. The catalyst is CCOCC. The product is [CH:18]1([C:3](=[O:5])[CH2:2][C:1]([O:7][CH2:8][CH3:9])=[O:6])[CH2:19][CH2:20][CH2:21][CH2:16]1. The yield is 0.890. (10) The product is [C:20]([C:19]1[C:18]2[C:13](=[CH:14][C:15]([O:22][CH3:23])=[CH:16][CH:17]=2)[N:12]([CH2:24][CH3:25])[C:11]=1[C:8]1[CH:9]=[CH:10][C:5]([O:4][CH2:3][CH2:2][NH:1][C:33](=[O:35])[CH3:34])=[CH:6][CH:7]=1)#[N:21]. The reactants are [NH2:1][CH2:2][CH2:3][O:4][C:5]1[CH:10]=[CH:9][C:8]([C:11]2[N:12]([CH2:24][CH3:25])[C:13]3[C:18]([C:19]=2[C:20]#[N:21])=[CH:17][CH:16]=[C:15]([O:22][CH3:23])[CH:14]=3)=[CH:7][CH:6]=1.CCN(CC)CC.[C:33](Cl)(=[O:35])[CH3:34]. The yield is 0.970. The catalyst is C1COCC1.